This data is from Forward reaction prediction with 1.9M reactions from USPTO patents (1976-2016). The task is: Predict the product of the given reaction. Given the reactants F[C:2]1[CH:3]=[N:4][CH:5]=[CH:6][C:7]=1[C:8]1[O:9][C:10]2[CH:16]=[CH:15][C:14]([C:17]([F:20])([F:19])[F:18])=[CH:13][C:11]=2[N:12]=1.[CH2:21]([SH:24])[CH2:22][CH3:23].C(=O)([O-])[O-].[K+].[K+].CN(C=O)C, predict the reaction product. The product is: [CH2:21]([S:24][C:2]1[CH:3]=[N:4][CH:5]=[CH:6][C:7]=1[C:8]1[O:9][C:10]2[CH:16]=[CH:15][C:14]([C:17]([F:20])([F:19])[F:18])=[CH:13][C:11]=2[N:12]=1)[CH2:22][CH3:23].